From a dataset of Reaction yield outcomes from USPTO patents with 853,638 reactions. Predict the reaction yield, written as a fraction of the theoretical maximum amount of product (1.0 means a 100% yield; for example, 0.34 means a 34% yield). (1) The reactants are [C:1]([O:5][C:6](=[O:26])[CH2:7][C@H:8]1[CH2:13][C@@H:12]([CH2:14][O:15]C(=O)C2C=CC=CC=2)[O:11][C:10]([CH3:25])([CH3:24])[O:9]1)([CH3:4])([CH3:3])[CH3:2].[OH-].[Na+].Cl. The catalyst is CO. The product is [C:1]([O:5][C:6](=[O:26])[CH2:7][C@H:8]1[CH2:13][C@@H:12]([CH2:14][OH:15])[O:11][C:10]([CH3:25])([CH3:24])[O:9]1)([CH3:2])([CH3:4])[CH3:3]. The yield is 0.900. (2) The reactants are [CH3:1][O:2][C:3]1[CH:20]=[CH:19][C:6]([C:7]([NH:9][C:10]2[CH:15]=[CH:14][C:13]([N+:16]([O-:18])=[O:17])=[CH:12][CH:11]=2)=O)=[CH:5][CH:4]=1.COC1C=CC(P2(SP(C3C=CC(OC)=CC=3)(=S)S2)=[S:30])=CC=1. The catalyst is ClC1C=CC=CC=1. The product is [CH3:1][O:2][C:3]1[CH:20]=[CH:19][C:6]([C:7]([NH:9][C:10]2[CH:15]=[CH:14][C:13]([N+:16]([O-:18])=[O:17])=[CH:12][CH:11]=2)=[S:30])=[CH:5][CH:4]=1. The yield is 0.774. (3) The reactants are [CH2:1]([N:8]1[CH2:13][CH2:12][NH:11][CH:10]([CH2:14][OH:15])[CH2:9]1)[C:2]1[CH:7]=[CH:6][CH:5]=[CH:4][CH:3]=1.[C:16](N1C=CN=C1)(N1C=CN=C1)=[O:17].C(N(CC)CC)C.O1CCCC1. The catalyst is O. The product is [CH2:1]([N:8]1[CH2:13][CH2:12][N:11]2[C:16](=[O:17])[O:15][CH2:14][CH:10]2[CH2:9]1)[C:2]1[CH:3]=[CH:4][CH:5]=[CH:6][CH:7]=1. The yield is 0.650. (4) The reactants are [CH:1]([C:3]1[C:8]([CH3:9])=[CH:7][C:6]([NH:10][C:11]([CH2:13][CH2:14][CH2:15][CH2:16][N:17]([CH3:44])[C:18]([CH2:20][CH2:21][N:22]2[CH2:27][CH2:26][CH:25]([O:28][C:29](=[O:43])[NH:30][C:31]3[CH:36]=[CH:35][CH:34]=[CH:33][C:32]=3[C:37]3[CH:42]=[CH:41][CH:40]=[CH:39][CH:38]=3)[CH2:24][CH2:23]2)=[O:19])=[O:12])=[C:5]([CH3:45])[CH:4]=1)=O.C(O)(=O)C.[NH2:50][CH2:51][C@@H:52]([C:61]1[CH:70]=[CH:69][C:68]([OH:71])=[C:67]2[C:62]=1[CH:63]=[CH:64][C:65](=[O:72])[NH:66]2)[O:53][Si:54]([C:57]([CH3:60])([CH3:59])[CH3:58])([CH3:56])[CH3:55].C(O[BH-](OC(=O)C)OC(=O)C)(=O)C.[Na+].[OH-].[Na+]. The catalyst is C(Cl)Cl.CO. The product is [C:57]([Si:54]([CH3:56])([CH3:55])[O:53][C@H:52]([C:61]1[CH:70]=[CH:69][C:68]([OH:71])=[C:67]2[C:62]=1[CH:63]=[CH:64][C:65](=[O:72])[NH:66]2)[CH2:51][NH:50][CH2:1][C:3]1[C:8]([CH3:9])=[CH:7][C:6]([NH:10][C:11]([CH2:13][CH2:14][CH2:15][CH2:16][N:17]([CH3:44])[C:18]([CH2:20][CH2:21][N:22]2[CH2:27][CH2:26][CH:25]([O:28][C:29](=[O:43])[NH:30][C:31]3[CH:36]=[CH:35][CH:34]=[CH:33][C:32]=3[C:37]3[CH:42]=[CH:41][CH:40]=[CH:39][CH:38]=3)[CH2:24][CH2:23]2)=[O:19])=[O:12])=[C:5]([CH3:45])[CH:4]=1)([CH3:60])([CH3:59])[CH3:58]. The yield is 0.600. (5) The reactants are [CH3:1][O:2][C:3](=[O:13])[C@@H:4]([NH2:12])[CH2:5][CH:6]1[CH2:11][CH2:10][CH2:9][CH2:8][CH2:7]1.C(N(CC)C(C)C)(C)C.C([O:25][C:26](=O)/[CH:27]=[C:28](/[O:31][C:32]1[CH:37]=[CH:36][CH:35]=[C:34]([CH3:38])[C:33]=1[CH3:39])\[CH2:29]Br)C. The catalyst is CN(C)C=O. The product is [CH3:1][O:2][C:3](=[O:13])[C@@H:4]([N:12]1[CH2:29][C:28]([O:31][C:32]2[CH:37]=[CH:36][CH:35]=[C:34]([CH3:38])[C:33]=2[CH3:39])=[CH:27][C:26]1=[O:25])[CH2:5][CH:6]1[CH2:11][CH2:10][CH2:9][CH2:8][CH2:7]1. The yield is 0.290. (6) The reactants are [ClH:1].O1CCOCC1.[Cl:8][C:9]1[S:10][CH:11]=[C:12]([C:14]([N:16]2[CH2:21][CH2:20][N:19](C(OC(C)(C)C)=O)[CH2:18][CH:17]2[CH2:29][O:30][C:31]2[CH:32]=[N:33][CH:34]=[CH:35][CH:36]=2)=[O:15])[N:13]=1. The catalyst is CO. The product is [ClH:8].[ClH:1].[Cl:8][C:9]1[S:10][CH:11]=[C:12]([C:14]([N:16]2[CH2:21][CH2:20][NH:19][CH2:18][CH:17]2[CH2:29][O:30][C:31]2[CH:32]=[N:33][CH:34]=[CH:35][CH:36]=2)=[O:15])[N:13]=1. The yield is 0.990.